This data is from Catalyst prediction with 721,799 reactions and 888 catalyst types from USPTO. The task is: Predict which catalyst facilitates the given reaction. (1) Reactant: [Br:1][C:2]1[CH:7]=[CH:6][C:5]([S:8](Cl)(=[O:10])=[O:9])=[C:4]([O:12][C:13]([F:16])([F:15])[F:14])[CH:3]=1.[C:17]([NH2:21])([CH3:20])([CH3:19])[CH3:18]. Product: [Br:1][C:2]1[CH:7]=[CH:6][C:5]([S:8]([NH:21][C:17]([CH3:20])([CH3:19])[CH3:18])(=[O:10])=[O:9])=[C:4]([O:12][C:13]([F:16])([F:15])[F:14])[CH:3]=1. The catalyst class is: 4. (2) The catalyst class is: 65. Product: [CH3:12][O:10][C:9](=[O:11])[CH2:8][C:5]1[CH:4]=[CH:3][C:2]([SH:1])=[CH:7][CH:6]=1. Reactant: [SH:1][C:2]1[CH:7]=[CH:6][C:5]([CH2:8][C:9]([OH:11])=[O:10])=[CH:4][CH:3]=1.[CH3:12]O. (3) Reactant: [CH2:1]([C:3]1[CH:8]=[CH:7][CH:6]=[C:5]([C:9]([CH3:17])([C:11]2[CH:16]=[CH:15][CH:14]=[CH:13][CH:12]=2)[CH3:10])[CH:4]=1)[CH3:2].CC[O:20]CC. Product: [CH2:1]([C:3]1[CH:8]=[CH:7][C:6]([OH:20])=[C:5]([C:9]([CH3:10])([C:11]2[CH:16]=[CH:15][CH:14]=[CH:13][CH:12]=2)[CH3:17])[CH:4]=1)[CH3:2]. The catalyst class is: 2.